This data is from Full USPTO retrosynthesis dataset with 1.9M reactions from patents (1976-2016). The task is: Predict the reactants needed to synthesize the given product. (1) Given the product [C:23]([N:21]([CH3:22])[C:20]([C:19]1[N:13]2[CH2:12][CH2:11][C:10]3[C:15]([C:14]2=[C:17]([C:28]2[S:29][CH:30]=[CH:31][CH:32]=2)[CH:18]=1)=[CH:16][C:7]([O:6][CH2:5][C:4]([OH:35])=[O:3])=[C:8]([O:33][CH3:34])[CH:9]=3)=[O:27])([CH3:25])([CH3:26])[CH3:24], predict the reactants needed to synthesize it. The reactants are: C([O:3][C:4](=[O:35])[CH2:5][O:6][C:7]1[CH:16]=[C:15]2[C:10]([CH2:11][CH2:12][N:13]3[C:19]([C:20](=[O:27])[N:21]([C:23]([CH3:26])([CH3:25])[CH3:24])[CH3:22])=[CH:18][C:17]([C:28]4[S:29][CH:30]=[CH:31][CH:32]=4)=[C:14]32)=[CH:9][C:8]=1[O:33][CH3:34])C.[OH-].[K+].Cl. (2) Given the product [CH3:26][N:28]([CH3:29])[C:23](=[O:25])[CH2:22][CH2:21][C:20]1[C:19]2[CH2:18][CH2:17][CH2:16][CH2:15][C:14]=2[NH:13][C:12]=1[CH:11]=[C:10]1[C:9]2[C:4](=[CH:5][CH:6]=[CH:7][CH:8]=2)[NH:3][C:2]1=[O:1], predict the reactants needed to synthesize it. The reactants are: [O:1]=[C:2]1[C:10](=[CH:11][C:12]2[NH:13][C:14]3[CH2:15][CH2:16][CH2:17][CH2:18][C:19]=3[C:20]=2[CH2:21][CH2:22][C:23]([OH:25])=O)[C:9]2[C:4](=[CH:5][CH:6]=[CH:7][CH:8]=2)[NH:3]1.[C:26](N1C=CN=C1)([N:28]1C=CN=[CH:29]1)=O.CNC.O. (3) Given the product [F:1][C:2]1[CH:17]=[C:16]([F:18])[CH:15]=[CH:14][C:3]=1[CH2:4][N:5]1[C:10](=[O:11])[CH2:9][CH2:8][C:7]([CH2:12][OH:13])=[N:6]1, predict the reactants needed to synthesize it. The reactants are: [F:1][C:2]1[CH:17]=[C:16]([F:18])[CH:15]=[CH:14][C:3]=1[CH2:4][N:5]1[C:10](=[O:11])[CH:9]=[CH:8][C:7]([CH2:12][OH:13])=[N:6]1.[BH4-].[Na+]. (4) The reactants are: [F:1][C:2]([F:38])([F:37])[C:3]1[CH:4]=[C:5]([CH:30]=[C:31]([C:33]([F:36])([F:35])[F:34])[CH:32]=1)[CH2:6][N:7]([C:24]1[N:25]=[N:26][N:27]([CH3:29])[N:28]=1)[C@H:8]1[CH2:14][CH2:13][CH2:12][NH:11][C:10]2[CH:15]=[C:16]([C:20]([F:23])([F:22])[F:21])[C:17]([CH3:19])=[CH:18][C:9]1=2.Br[CH2:40][C:41]#[N:42].C(=O)([O-])[O-].[Cs+].[Cs+]. Given the product [F:38][C:2]([F:37])([F:1])[C:3]1[CH:4]=[C:5]([CH:30]=[C:31]([C:33]([F:36])([F:34])[F:35])[CH:32]=1)[CH2:6][N:7]([C:24]1[N:25]=[N:26][N:27]([CH3:29])[N:28]=1)[C@H:8]1[CH2:14][CH2:13][CH2:12][N:11]([CH2:40][C:41]#[N:42])[C:10]2[CH:15]=[C:16]([C:20]([F:21])([F:22])[F:23])[C:17]([CH3:19])=[CH:18][C:9]1=2, predict the reactants needed to synthesize it. (5) The reactants are: [CH2:1]([O:8][C:9]1[CH:14]=[CH:13][C:12]([NH:15][C:16]([S:20][CH3:21])=[CH:17][C:18]#[N:19])=[CH:11][C:10]=1[O:22][CH3:23])[C:2]1[CH:7]=[CH:6][CH:5]=[CH:4][CH:3]=1.P(Cl)(Cl)(Cl)=O.CN(C)[C:31](=O)[CH3:32]. Given the product [CH2:1]([O:8][C:9]1[CH:14]=[C:13]2[C:12](=[CH:11][C:10]=1[O:22][CH3:23])[N:15]=[C:16]([S:20][CH3:21])[C:17]([C:18]#[N:19])=[C:31]2[CH3:32])[C:2]1[CH:3]=[CH:4][CH:5]=[CH:6][CH:7]=1, predict the reactants needed to synthesize it.